The task is: Predict the reactants needed to synthesize the given product.. This data is from Full USPTO retrosynthesis dataset with 1.9M reactions from patents (1976-2016). (1) Given the product [F:32][C:33]1[CH:41]=[CH:40][C:36]([C:37]([NH:19][O:18][CH:15]2[CH2:14][CH2:13][N:12]([S:9]([C:5]3[CH:6]=[CH:7][CH:8]=[C:3]([C:2]([F:1])([F:20])[F:21])[CH:4]=3)(=[O:11])=[O:10])[CH2:17][CH2:16]2)=[O:38])=[CH:35][CH:34]=1, predict the reactants needed to synthesize it. The reactants are: [F:1][C:2]([F:21])([F:20])[C:3]1[CH:4]=[C:5]([S:9]([N:12]2[CH2:17][CH2:16][CH:15]([O:18][NH2:19])[CH2:14][CH2:13]2)(=[O:11])=[O:10])[CH:6]=[CH:7][CH:8]=1.ON1C2C=CC=CC=2N=N1.[F:32][C:33]1[CH:41]=[CH:40][C:36]([C:37](O)=[O:38])=[CH:35][CH:34]=1.C(N(CC)C(C)C)(C)C. (2) Given the product [O:25]1[CH2:26][CH2:27][CH:22]([C:19]2[CH:18]=[CH:17][C:16]([OH:15])=[CH:21][CH:20]=2)[CH2:23][CH2:24]1, predict the reactants needed to synthesize it. The reactants are: C(S)CCCCCCCCCCC.C[O:15][C:16]1[CH:21]=[CH:20][C:19]([CH:22]2[CH2:27][CH2:26][O:25][CH2:24][CH2:23]2)=[CH:18][CH:17]=1.[Cl-].[Al+3].[Cl-].[Cl-].Cl. (3) Given the product [N+:24]([C:21]1[CH:22]=[CH:23][C:18]([C:14]2[S:15][C:16]3[CH:17]=[C:10]4[C:9](=[O:29])[N:8]([CH2:7][CH2:6][CH2:5][C:4]([OH:30])=[O:3])[C:27](=[S:28])[N:11]4[C:12]=3[CH:13]=2)=[CH:19][CH:20]=1)([O-:26])=[O:25], predict the reactants needed to synthesize it. The reactants are: C([O:3][C:4](=[O:30])[CH2:5][CH2:6][CH2:7][N:8]1[C:27](=[S:28])[N:11]2[C:12]3[CH:13]=[C:14]([C:18]4[CH:23]=[CH:22][C:21]([N+:24]([O-:26])=[O:25])=[CH:20][CH:19]=4)[S:15][C:16]=3[CH:17]=[C:10]2[C:9]1=[O:29])C.CCCCCC. (4) Given the product [C:8]([C:5]1[N:6]=[CH:7][C:2]([NH:1][S:17]([CH3:16])(=[O:19])=[O:18])=[CH:3][CH:4]=1)#[N:9], predict the reactants needed to synthesize it. The reactants are: [NH2:1][C:2]1[CH:3]=[CH:4][C:5]([C:8]#[N:9])=[N:6][CH:7]=1.N1C=CC=CC=1.[CH3:16][S:17](Cl)(=[O:19])=[O:18]. (5) Given the product [NH:22]1[CH2:21][CH2:20][CH:19]([CH2:18][C:17]2[CH:16]=[CH:15][C:14]([C:12]3[NH:11][C:3]4[CH:4]=[CH:5][CH:6]=[C:7]([C:8]([NH2:9])=[O:10])[C:2]=4[N:1]=3)=[CH:33][CH:32]=2)[CH2:24][CH2:23]1, predict the reactants needed to synthesize it. The reactants are: [NH2:1][C:2]1[C:7]([C:8](=[O:10])[NH2:9])=[CH:6][CH:5]=[CH:4][C:3]=1[NH:11][C:12]([C:14]1[CH:33]=[CH:32][C:17]([CH2:18][CH:19]2[CH2:24][CH2:23][N:22](C(OC(C)(C)C)=O)[CH2:21][CH2:20]2)=[CH:16][CH:15]=1)=O. (6) Given the product [CH2:11]([O:13][C:14]([C:15]1[CH:16]=[C:17]([CH:18]([CH3:19])[CH3:20])[N:9]([C:4]2[CH:5]=[CH:6][CH:7]=[CH:8][C:3]=2[O:2][CH3:1])[N:10]=1)=[O:23])[CH3:12], predict the reactants needed to synthesize it. The reactants are: [CH3:1][O:2][C:3]1[CH:8]=[CH:7][CH:6]=[CH:5][C:4]=1[NH:9][NH2:10].[CH2:11]([O:13][C:14](=[O:23])[C:15](=O)[CH2:16][C:17](=O)[CH:18]([CH3:20])[CH3:19])[CH3:12]. (7) Given the product [CH3:14][C:8]1[N:7]([C:15]2[CH:16]=[CH:17][CH:18]=[CH:19][CH:20]=2)[N:6]=[C:5]([CH:1]([CH3:2])[CH3:21])[C:9]=1[CH2:10][C:11]([OH:13])=[O:12], predict the reactants needed to synthesize it. The reactants are: [CH2:1]([C:5]1[C:9]([CH2:10][C:11]([OH:13])=[O:12])=[C:8]([CH3:14])[N:7]([C:15]2[CH:20]=[CH:19][CH:18]=[CH:17][CH:16]=2)[N:6]=1)[CH2:2]CC.[CH3:21]C(C)C(=O)CC(=O)C.